This data is from Forward reaction prediction with 1.9M reactions from USPTO patents (1976-2016). The task is: Predict the product of the given reaction. (1) Given the reactants [N:1]1([C:7]2[S:8][C:9]3[CH:15]=[C:14]([C:16]([O:18][CH3:19])=[O:17])[CH:13]=[CH:12][C:10]=3[N:11]=2)[CH2:6][CH2:5][NH:4][CH2:3][CH2:2]1.[CH3:20][C:21]([O:24][C:25]([NH:27][C@H:28]([C:35](O)=[O:36])[CH2:29][C:30]1[S:34][CH:33]=[CH:32][CH:31]=1)=[O:26])([CH3:23])[CH3:22].C(N(C(C)C)CC)(C)C.CN(C(ON1N=NC2C=CC=CC1=2)=[N+](C)C)C.F[P-](F)(F)(F)(F)F, predict the reaction product. The product is: [C:21]([O:24][C:25]([NH:27][C@@H:28]([CH2:29][C:30]1[S:34][CH:33]=[CH:32][CH:31]=1)[C:35]([N:4]1[CH2:5][CH2:6][N:1]([C:7]2[S:8][C:9]3[CH:15]=[C:14]([C:16]([O:18][CH3:19])=[O:17])[CH:13]=[CH:12][C:10]=3[N:11]=2)[CH2:2][CH2:3]1)=[O:36])=[O:26])([CH3:23])([CH3:20])[CH3:22]. (2) Given the reactants Cl.N[C@@H]1CCCC[C@H]1O.[F:10][C:11]1[CH:12]=[C:13](B(O)O)[CH:14]=[C:15]([F:17])[CH:16]=1.C[Si]([N-][Si](C)(C)C)(C)C.[Na+].N#N.I[CH:34]1[C:39](OC)([O:40]C)[CH2:38][CH2:37][O:36][CH2:35]1.Cl, predict the reaction product. The product is: [F:10][C:11]1[CH:12]=[C:13]([CH:34]2[C:39](=[O:40])[CH2:38][CH2:37][O:36][CH2:35]2)[CH:14]=[C:15]([F:17])[CH:16]=1.